This data is from Forward reaction prediction with 1.9M reactions from USPTO patents (1976-2016). The task is: Predict the product of the given reaction. (1) Given the reactants [BH4-].[Na+].[N:3]1[CH:8]=[CH:7][CH:6]=[CH:5][C:4]=1/[CH:9]=[CH:10]/[C:11]([C:13]1[CH:18]=[CH:17][C:16]([NH:19][C:20]([C:22]2[C:23]([C:28]3[CH:33]=[CH:32][C:31]([C:34]([F:37])([F:36])[F:35])=[CH:30][CH:29]=3)=[CH:24][CH:25]=[CH:26][CH:27]=2)=[O:21])=[CH:15][CH:14]=1)=[O:12], predict the reaction product. The product is: [OH:12][CH:11]([C:13]1[CH:14]=[CH:15][C:16]([NH:19][C:20]([C:22]2[C:23]([C:28]3[CH:29]=[CH:30][C:31]([C:34]([F:37])([F:35])[F:36])=[CH:32][CH:33]=3)=[CH:24][CH:25]=[CH:26][CH:27]=2)=[O:21])=[CH:17][CH:18]=1)/[CH:10]=[CH:9]/[C:4]1[CH:5]=[CH:6][CH:7]=[CH:8][N:3]=1. (2) Given the reactants [CH:1]1([O:5][C:6]2[C:11](B(O)O)=[CH:10][CH:9]=[CH:8][N:7]=2)[CH2:4][CH2:3][CH2:2]1.Br[C:16]1[CH:21]=[CH:20][C:19]([C:22]2[N:23]=[CH:24][C:25]([NH2:28])=[N:26][CH:27]=2)=[C:18]([F:29])[CH:17]=1, predict the reaction product. The product is: [CH:1]1([O:5][C:6]2[C:11]([C:16]3[CH:21]=[CH:20][C:19]([C:22]4[N:23]=[CH:24][C:25]([NH2:28])=[N:26][CH:27]=4)=[C:18]([F:29])[CH:17]=3)=[CH:10][CH:9]=[CH:8][N:7]=2)[CH2:4][CH2:3][CH2:2]1.